Dataset: NCI-60 drug combinations with 297,098 pairs across 59 cell lines. Task: Regression. Given two drug SMILES strings and cell line genomic features, predict the synergy score measuring deviation from expected non-interaction effect. (1) Drug 1: CN(C)C1=NC(=NC(=N1)N(C)C)N(C)C. Drug 2: C1=NC(=NC(=O)N1C2C(C(C(O2)CO)O)O)N. Cell line: U251. Synergy scores: CSS=-1.66, Synergy_ZIP=0.201, Synergy_Bliss=-0.266, Synergy_Loewe=-7.39, Synergy_HSA=-2.88. (2) Drug 1: COC1=NC(=NC2=C1N=CN2C3C(C(C(O3)CO)O)O)N. Drug 2: CC1CCC2CC(C(=CC=CC=CC(CC(C(=O)C(C(C(=CC(C(=O)CC(OC(=O)C3CCCCN3C(=O)C(=O)C1(O2)O)C(C)CC4CCC(C(C4)OC)O)C)C)O)OC)C)C)C)OC. Cell line: M14. Synergy scores: CSS=16.2, Synergy_ZIP=2.88, Synergy_Bliss=0.774, Synergy_Loewe=-69.6, Synergy_HSA=1.14. (3) Drug 1: CCCS(=O)(=O)NC1=C(C(=C(C=C1)F)C(=O)C2=CNC3=C2C=C(C=N3)C4=CC=C(C=C4)Cl)F. Drug 2: C1=C(C(=O)NC(=O)N1)N(CCCl)CCCl. Cell line: UACC-257. Synergy scores: CSS=53.8, Synergy_ZIP=5.54, Synergy_Bliss=7.63, Synergy_Loewe=-7.58, Synergy_HSA=8.61.